Dataset: Peptide-MHC class I binding affinity with 185,985 pairs from IEDB/IMGT. Task: Regression. Given a peptide amino acid sequence and an MHC pseudo amino acid sequence, predict their binding affinity value. This is MHC class I binding data. The MHC is HLA-A11:01 with pseudo-sequence HLA-A11:01. The peptide sequence is PSIFLIITK. The binding affinity (normalized) is 0.669.